Dataset: Reaction yield outcomes from USPTO patents with 853,638 reactions. Task: Predict the reaction yield, written as a fraction of the theoretical maximum amount of product (1.0 means a 100% yield; for example, 0.34 means a 34% yield). (1) The reactants are [CH:1]([N:4]1[CH2:9][CH2:8][NH:7][CH2:6][CH2:5]1)([CH3:3])[CH3:2].[Cl:10][C:11]1[N:16]=[CH:15][C:14]([S:17](Cl)(=[O:19])=[O:18])=[CH:13][CH:12]=1. No catalyst specified. The product is [Cl:10][C:11]1[N:16]=[CH:15][C:14]([S:17]([N:7]2[CH2:8][CH2:9][N:4]([CH:1]([CH3:3])[CH3:2])[CH2:5][CH2:6]2)(=[O:19])=[O:18])=[CH:13][CH:12]=1. The yield is 0.890. (2) The reactants are C[O:2][C:3]1[CH:8]=[CH:7][C:6]([C:9]2[C:10]3[C:11](=[O:23])[C:12]4[N:21]([CH3:22])[N:20]=[CH:19][C:13]=4[NH:14][C:15]=3[CH:16]=[CH:17][CH:18]=2)=[CH:5][CH:4]=1.O. The catalyst is Br.C(O)(=O)C. The product is [OH:2][C:3]1[CH:8]=[CH:7][C:6]([C:9]2[C:10]3[C:11](=[O:23])[C:12]4[N:21]([CH3:22])[N:20]=[CH:19][C:13]=4[NH:14][C:15]=3[CH:16]=[CH:17][CH:18]=2)=[CH:5][CH:4]=1. The yield is 0.940. (3) The reactants are [OH:1][C:2]1[CH:7]=[CH:6][N:5]=[CH:4][CH:3]=1.[CH2:8]1[O:10][CH:9]1[CH2:11]O.C1(P(C2C=CC=CC=2)C2C=CC=CC=2)C=CC=CC=1.N(C(OCC)=O)=NC(OCC)=O. The catalyst is C1COCC1. The product is [O:10]1[CH2:8][CH:9]1[CH2:11][O:1][C:2]1[CH:7]=[CH:6][N:5]=[CH:4][CH:3]=1. The yield is 0.201. (4) The reactants are [C:1]([C:4]1[C:22](=[O:23])[C@@:8]2([CH3:24])[C:9]3[C:15]([OH:16])=[CH:14][C:13]([O:17][CH3:18])=[C:12]([C:19]([NH2:21])=[O:20])[C:10]=3[O:11][C:7]2=[CH:6][C:5]=1[OH:25])(=[O:3])[CH3:2].[C:26]([O:29][C:30]1[CH:35]=[C:34]([CH3:36])[C:33]([CH:37]=O)=[C:32]([CH3:39])[CH:31]=1)(=[O:28])[CH3:27].C([SiH](CC)CC)C.FC(F)(F)C(O)=O. The catalyst is C(#N)C. The product is [C:26]([O:29][C:30]1[CH:35]=[C:34]([CH3:36])[C:33]([CH2:37][NH:21][C:19]([C:12]2[C:10]3[O:11][C:7]4[C@@:8]([CH3:24])([C:22](=[O:23])[C:4]([C:1](=[O:3])[CH3:2])=[C:5]([OH:25])[CH:6]=4)[C:9]=3[C:15]([OH:16])=[CH:14][C:13]=2[O:17][CH3:18])=[O:20])=[C:32]([CH3:39])[CH:31]=1)(=[O:28])[CH3:27]. The yield is 0.830.